Dataset: Forward reaction prediction with 1.9M reactions from USPTO patents (1976-2016). Task: Predict the product of the given reaction. (1) Given the reactants [CH3:1][C:2]1[C:7]2[C:8]([C:11]3[CH:16]=[CH:15][CH:14]=[CH:13][CH:12]=3)=[N:9][NH:10][C:6]=2[CH:5]=[C:4]([CH3:17])[N:3]=1.[H-].[Na+].[CH3:20][C:21]1[C:22]([N:27]([CH2:50][O:51][CH2:52][CH2:53][O:54][CH3:55])[S:28]([C:31]2[S:32][C:33]([CH3:49])=[CH:34][C:35]=2[C:36]2[CH:47]=[CH:46][C:39]([CH2:40]OS(C)(=O)=O)=[CH:38][C:37]=2[CH3:48])(=[O:30])=[O:29])=[N:23][O:24][C:25]=1[CH3:26].O, predict the reaction product. The product is: [CH3:20][C:21]1[C:22]([N:27]([CH2:50][O:51][CH2:52][CH2:53][O:54][CH3:55])[S:28]([C:31]2[S:32][C:33]([CH3:49])=[CH:34][C:35]=2[C:36]2[CH:47]=[CH:46][C:39]([CH2:40][N:10]3[C:6]4[CH:5]=[C:4]([CH3:17])[N:3]=[C:2]([CH3:1])[C:7]=4[C:8]([C:11]4[CH:12]=[CH:13][CH:14]=[CH:15][CH:16]=4)=[N:9]3)=[CH:38][C:37]=2[CH3:48])(=[O:30])=[O:29])=[N:23][O:24][C:25]=1[CH3:26]. (2) Given the reactants C[O:2][C:3](=[O:24])[C@@H:4]([C:17]([O:19][C:20]([CH3:23])([CH3:22])[CH3:21])=[O:18])[CH2:5][C:6]1[CH:16]=[CH:15][C:9]2[O:10][C:11]([CH3:14])([CH3:13])[O:12][C:8]=2[CH:7]=1.[OH-].[Li+].O, predict the reaction product. The product is: [C:20]([O:19][C:17]([C@@H:4]([CH2:5][C:6]1[CH:16]=[CH:15][C:9]2[O:10][C:11]([CH3:14])([CH3:13])[O:12][C:8]=2[CH:7]=1)[C:3]([OH:24])=[O:2])=[O:18])([CH3:23])([CH3:21])[CH3:22]. (3) Given the reactants [OH-].[Li+].O.[Cl:4][C:5]1[CH:30]=[CH:29][CH:28]=[CH:27][C:6]=1[O:7][C:8]1[C:13]([C:14]([O:16]CC)=[O:15])=[CH:12][N:11]=[C:10]([C:19]2[CH:24]=[C:23]([F:25])[CH:22]=[C:21]([F:26])[CH:20]=2)[CH:9]=1, predict the reaction product. The product is: [Cl:4][C:5]1[CH:30]=[CH:29][CH:28]=[CH:27][C:6]=1[O:7][C:8]1[C:13]([C:14]([OH:16])=[O:15])=[CH:12][N:11]=[C:10]([C:19]2[CH:24]=[C:23]([F:25])[CH:22]=[C:21]([F:26])[CH:20]=2)[CH:9]=1. (4) Given the reactants C[O:2][C:3](=[O:28])[CH2:4][C:5]1[C:9]2[C:10]([Cl:27])=[CH:11][C:12]([O:14][CH2:15][C:16]3[C:17]([CH3:26])=[N:18][C:19]([C:22]([F:25])([F:24])[F:23])=[CH:20][CH:21]=3)=[CH:13][C:8]=2[S:7][CH:6]=1.[OH-].[Na+].Cl, predict the reaction product. The product is: [Cl:27][C:10]1[C:9]2[C:5]([CH2:4][C:3]([OH:28])=[O:2])=[CH:6][S:7][C:8]=2[CH:13]=[C:12]([O:14][CH2:15][C:16]2[C:17]([CH3:26])=[N:18][C:19]([C:22]([F:23])([F:24])[F:25])=[CH:20][CH:21]=2)[CH:11]=1. (5) The product is: [C:33]([O:32][C:30]([N:26]1[CH2:27][CH2:28][CH2:29][CH:24]([NH:23][CH2:1][C:3]2[C:11]3[C:10]([C:12]([O:14][CH3:15])=[O:13])=[CH:9][CH:8]=[N:7][C:6]=3[NH:5][CH:4]=2)[CH2:25]1)=[O:31])([CH3:36])([CH3:34])[CH3:35]. Given the reactants [CH:1]([C:3]1[C:11]2[C:10]([C:12]([O:14][CH3:15])=[O:13])=[CH:9][CH:8]=[N:7][C:6]=2[N:5](C(OC(C)(C)C)=O)[CH:4]=1)=O.[NH2:23][CH:24]1[CH2:29][CH2:28][CH2:27][N:26]([C:30]([O:32][C:33]([CH3:36])([CH3:35])[CH3:34])=[O:31])[CH2:25]1.[B-]C#N.[Na+], predict the reaction product. (6) Given the reactants [N:1]1([C:7](Cl)=[O:8])[CH2:6][CH2:5][CH2:4][CH2:3][CH2:2]1.C(N(CC)C(C)C)(C)C.[C:19]([O:23][C:24]([N:26]1[CH2:31][CH2:30][N:29]([C:32]2[C:52]([F:53])=[CH:51][C:35]3[N:36]=[C:37]([C:39]4[C:43]([NH2:44])=[CH:42][N:41]([CH:45]5[CH2:50][CH2:49][CH2:48][CH2:47][O:46]5)[N:40]=4)[NH:38][C:34]=3[CH:33]=2)[CH2:28][CH2:27]1)=[O:25])([CH3:22])([CH3:21])[CH3:20].C(=O)(O)[O-].[Na+], predict the reaction product. The product is: [C:19]([O:23][C:24]([N:26]1[CH2:31][CH2:30][N:29]([C:32]2[C:52]([F:53])=[CH:51][C:35]3[N:36]=[C:37]([C:39]4[C:43]([NH:44][C:7]([N:1]5[CH2:6][CH2:5][CH2:4][CH2:3][CH2:2]5)=[O:8])=[CH:42][N:41]([CH:45]5[CH2:50][CH2:49][CH2:48][CH2:47][O:46]5)[N:40]=4)[NH:38][C:34]=3[CH:33]=2)[CH2:28][CH2:27]1)=[O:25])([CH3:22])([CH3:20])[CH3:21]. (7) The product is: [Cl:1][C:2]1[CH:11]=[C:10]([F:25])[C:9]2[C:4](=[CH:5][CH:6]=[C:7]([O:13][CH3:14])[CH:8]=2)[N:3]=1. Given the reactants [Cl:1][C:2]1[CH:11]=[C:10](N)[C:9]2[C:4](=[CH:5][CH:6]=[C:7]([O:13][CH3:14])[CH:8]=2)[N:3]=1.N([O-])=O.[Na+].C1C=CN=CC=1.[FH:25], predict the reaction product.